Dataset: Full USPTO retrosynthesis dataset with 1.9M reactions from patents (1976-2016). Task: Predict the reactants needed to synthesize the given product. Given the product [CH2:35]([C:37]1[CH:38]=[CH:39][C:40]([C:43]([N:45]=[C:46]=[S:47])=[O:44])=[CH:41][CH:42]=1)[CH3:36].[CH3:12][O:13][C:14]1[CH:15]=[C:16]2[C:21](=[CH:22][C:23]=1[O:24][CH3:25])[N:20]=[CH:19][CH:18]=[C:17]2[O:26][C:27]1[CH:33]=[CH:32][C:30]([NH:31][C:46]([NH:45][C:43](=[O:44])[C:40]2[CH:41]=[CH:42][C:37]([CH2:35][CH3:36])=[CH:38][CH:39]=2)=[S:47])=[CH:29][C:28]=1[F:34], predict the reactants needed to synthesize it. The reactants are: C(C1C=CC(C(Cl)=O)=CC=1)C.[CH3:12][O:13][C:14]1[CH:15]=[C:16]2[C:21](=[CH:22][C:23]=1[O:24][CH3:25])[N:20]=[CH:19][CH:18]=[C:17]2[O:26][C:27]1[CH:33]=[CH:32][C:30]([NH2:31])=[CH:29][C:28]=1[F:34].[CH2:35]([C:37]1[CH:42]=[CH:41][C:40]([C:43]([N:45]=[C:46]=[S:47])=[O:44])=[CH:39][CH:38]=1)[CH3:36].